From a dataset of Peptide-MHC class I binding affinity with 185,985 pairs from IEDB/IMGT. Regression. Given a peptide amino acid sequence and an MHC pseudo amino acid sequence, predict their binding affinity value. This is MHC class I binding data. The peptide sequence is DEKPKVMEG. The MHC is HLA-B15:01 with pseudo-sequence HLA-B15:01. The binding affinity (normalized) is 0.0847.